Dataset: Peptide-MHC class I binding affinity with 185,985 pairs from IEDB/IMGT. Task: Regression. Given a peptide amino acid sequence and an MHC pseudo amino acid sequence, predict their binding affinity value. This is MHC class I binding data. (1) The peptide sequence is SSCSSCPLSKI. The MHC is HLA-A66:01 with pseudo-sequence HLA-A66:01. The binding affinity (normalized) is 0.213. (2) The peptide sequence is IASILSLET. The MHC is HLA-A02:06 with pseudo-sequence HLA-A02:06. The binding affinity (normalized) is 0.468.